This data is from Full USPTO retrosynthesis dataset with 1.9M reactions from patents (1976-2016). The task is: Predict the reactants needed to synthesize the given product. (1) Given the product [Br:8][C:4]1[CH:3]=[C:2]([C:18]2([OH:17])[CH2:14][CH2:15][CH2:16][CH2:12][CH2:11][CH2:10]2)[CH:7]=[CH:6][CH:5]=1, predict the reactants needed to synthesize it. The reactants are: Br[C:2]1[CH:7]=[CH:6][CH:5]=[C:4]([Br:8])[CH:3]=1.[Li][CH2:10][CH2:11][CH2:12]C.[CH2:14]1[CH2:18][O:17][CH2:16][CH2:15]1. (2) The reactants are: [Br:1][C:2]1[CH:3]=[C:4]2[C:9](=[CH:10][CH:11]=1)[N:8]=[CH:7][N:6]([CH2:12][CH:13]([OH:16])[CH2:14][OH:15])[C:5]2=[O:17].[C:18]1(C)[CH:23]=CC(S(O)(=O)=O)=C[CH:19]=1. Given the product [Br:1][C:2]1[CH:3]=[C:4]2[C:9](=[CH:10][CH:11]=1)[N:8]=[CH:7][N:6]([CH2:12][CH:13]1[CH2:14][O:15][C:18]([CH3:23])([CH3:19])[O:16]1)[C:5]2=[O:17], predict the reactants needed to synthesize it. (3) The reactants are: Br[CH2:2][C:3]1[CH:12]=[C:11]2[C:6]([CH:7]=[C:8]([C:17]([O:19][CH2:20][CH3:21])=[O:18])[CH:9]([C:13]([F:16])([F:15])[F:14])[O:10]2)=[CH:5][C:4]=1[Cl:22].[N-:23]=[N+:24]=[N-:25].[Na+]. Given the product [N:23]([CH2:2][C:3]1[CH:12]=[C:11]2[C:6]([CH:7]=[C:8]([C:17]([O:19][CH2:20][CH3:21])=[O:18])[CH:9]([C:13]([F:16])([F:15])[F:14])[O:10]2)=[CH:5][C:4]=1[Cl:22])=[N+:24]=[N-:25], predict the reactants needed to synthesize it. (4) Given the product [N+:1]([C:4]1[CH:5]=[C:6]([C:10]([NH:12][NH:13][C:15]([NH:14][C:29]2[CH:30]=[CH:31][C:26]([S:23]([N:17]3[CH2:18][CH2:19][CH2:20][CH2:21][CH2:22]3)(=[O:25])=[O:24])=[CH:27][CH:28]=2)=[S:16])=[O:11])[CH:7]=[CH:8][CH:9]=1)([O-:3])=[O:2], predict the reactants needed to synthesize it. The reactants are: [N+:1]([C:4]1[CH:5]=[C:6]([C:10]([NH:12][NH2:13])=[O:11])[CH:7]=[CH:8][CH:9]=1)([O-:3])=[O:2].[N-:14]=[C:15]=[S:16].[N:17]1([S:23]([C:26]2[CH:31]=[CH:30][CH:29]=[CH:28][CH:27]=2)(=[O:25])=[O:24])[CH2:22][CH2:21][CH2:20][CH2:19][CH2:18]1. (5) Given the product [NH2:20][C:19]1[CH:18]=[C:17]([C:26]2[CH:31]=[CH:30][C:29]([Cl:32])=[CH:28][C:27]=2[F:33])[N:16]=[C:15]([C:34]([O:36][CH2:37][CH3:38])=[O:35])[C:14]=1[O:4][CH2:3][C:2]([F:6])([F:5])[F:1], predict the reactants needed to synthesize it. The reactants are: [F:1][C:2]([F:6])([F:5])[CH2:3][OH:4].C([O-])([O-])=O.[K+].[K+].Br[C:14]1=[C:15]([C:34]([O:36][CH2:37][CH3:38])=[O:35])[NH:16][CH:17]([C:26]2[CH:31]=[CH:30][C:29]([Cl:32])=[CH:28][C:27]=2[F:33])[CH2:18]/[C:19]/1=[N:20]\OS(C)(=O)=O. (6) Given the product [Br:6][C:7]1[C:16]([OH:17])=[CH:15][C:14]2[C:13]([CH3:20])([CH3:19])[CH2:12][CH:11]=[C:10]([CH3:21])[C:9]=2[CH:8]=1, predict the reactants needed to synthesize it. The reactants are: [H-].[Na+].C(S)C.[Br:6][C:7]1[CH:8]=[C:9]2[C:14](=[CH:15][C:16]=1[O:17]C)[C:13]([CH3:20])([CH3:19])[CH2:12][CH:11]=[C:10]2[CH3:21].Cl.